Dataset: Forward reaction prediction with 1.9M reactions from USPTO patents (1976-2016). Task: Predict the product of the given reaction. (1) The product is: [CH:43]1[N:44]=[C:45]([NH2:46])[C:40]2[N:39]=[CH:38][N:37]([C@@H:35]3[O:36][C@H:32]([CH2:31][O:30][P:27]([O:26][P:23]([O:22][CH2:21][C@H:19]4[O:20][C@@H:16]([N:14]5[CH:13]=[C:12]([C:55]([NH2:57])=[O:56])[CH2:11][CH:10]=[CH:15]5)[C@H:17]([OH:54])[C@@H:18]4[OH:53])([OH:25])=[O:24])([OH:29])=[O:28])[C@@H:33]([OH:52])[C@H:34]3[O:47][P:48]([OH:51])([OH:50])=[O:49])[C:41]=2[N:42]=1. Given the reactants C(O)C(N)(CO)CO.Cl.[CH:10]1[CH:15]=[N+:14]([C@@H:16]2[O:20][C@H:19]([CH2:21][O:22][P:23]([O:26][P:27]([O:30][CH2:31][C@H:32]3[O:36][C@@H:35]([N:37]4[C:41]5[N:42]=[CH:43][N:44]=[C:45]([NH2:46])[C:40]=5[N:39]=[CH:38]4)[C@H:34]([O:47][P:48]([OH:51])([OH:50])=[O:49])[C@@H:33]3[OH:52])([OH:29])=[O:28])([OH:25])=[O:24])[C@@H:18]([OH:53])[C@H:17]2[OH:54])[CH:13]=[C:12]([C:55]([NH2:57])=[O:56])[CH:11]=1.[Cl-].[Mg+2].[Cl-].P(OC[C@@H](O)[C@@H](O)[C@H](O)[C@@H](O)C(O)=O)(O)(O)=O, predict the reaction product. (2) Given the reactants [CH2:1]1[CH:16]2[N:4]([CH2:5][CH2:6][C:7]3[NH:8][C:9]4[CH:10]=[CH:11][CH:12]=[CH:13][C:14]=4[C:15]=32)[CH2:3][CH2:2]1.[CH:17]([C:19]1[CH:20]=[N:21][CH:22]=[CH:23][CH:24]=1)=[CH2:18], predict the reaction product. The product is: [N:21]1[CH:22]=[CH:23][CH:24]=[C:19]([CH2:17][CH2:18][N:8]2[C:9]3[CH:10]=[CH:11][CH:12]=[CH:13][C:14]=3[C:15]3[CH:16]4[N:4]([CH2:5][CH2:6][C:7]2=3)[CH2:3][CH2:2][CH2:1]4)[CH:20]=1. (3) Given the reactants Br[C:2]1[CH:3]=[N:4][C:5]([NH:8][C:9](=[O:34])[C:10]2[CH:15]=[CH:14][C:13]([C:16]3[CH2:20][C:19]([C:25]4[CH:30]=[C:29]([Cl:31])[CH:28]=[C:27]([Cl:32])[CH:26]=4)([C:21]([F:24])([F:23])[F:22])[O:18][N:17]=3)=[CH:12][C:11]=2[CH3:33])=[N:6][CH:7]=1.O.N.O.[CH3:38][N:39](C)C(=O)C, predict the reaction product. The product is: [C:38]([C:2]1[CH:3]=[N:4][C:5]([NH:8][C:9](=[O:34])[C:10]2[CH:15]=[CH:14][C:13]([C:16]3[CH2:20][C:19]([C:25]4[CH:30]=[C:29]([Cl:31])[CH:28]=[C:27]([Cl:32])[CH:26]=4)([C:21]([F:23])([F:22])[F:24])[O:18][N:17]=3)=[CH:12][C:11]=2[CH3:33])=[N:6][CH:7]=1)#[N:39].